This data is from Catalyst prediction with 721,799 reactions and 888 catalyst types from USPTO. The task is: Predict which catalyst facilitates the given reaction. (1) Reactant: [CH3:1][C:2]1([CH3:18])[C:6]([CH3:8])([CH3:7])[O:5][B:4]([C:9]2[CH:17]=[CH:16][C:12]([C:13]([OH:15])=O)=[CH:11][CH:10]=2)[O:3]1.Cl.[F:20][C:21]1([F:27])[CH2:26][CH2:25][NH:24][CH2:23][CH2:22]1.CN(C(ON1N=NC2C=CC=NC1=2)=[N+](C)C)C.F[P-](F)(F)(F)(F)F. Product: [F:20][C:21]1([F:27])[CH2:26][CH2:25][N:24]([C:13]([C:12]2[CH:11]=[CH:10][C:9]([B:4]3[O:5][C:6]([CH3:7])([CH3:8])[C:2]([CH3:1])([CH3:18])[O:3]3)=[CH:17][CH:16]=2)=[O:15])[CH2:23][CH2:22]1. The catalyst class is: 2. (2) Reactant: [Cl:1][C:2]1[CH:3]=[CH:4][C:5]([O:19][CH2:20][CH:21]([CH3:23])[CH3:22])=[C:6]([CH2:8][C:9]2[O:13][C:12]([C:14](OCC)=[O:15])=[CH:11][CH:10]=2)[CH:7]=1.[H-].[Al+3].[Li+].[H-].[H-].[H-].C(OCC)C.O. Product: [Cl:1][C:2]1[CH:3]=[CH:4][C:5]([O:19][CH2:20][CH:21]([CH3:23])[CH3:22])=[C:6]([CH2:8][C:9]2[O:13][C:12]([CH2:14][OH:15])=[CH:11][CH:10]=2)[CH:7]=1. The catalyst class is: 7. (3) Reactant: [CH:1]1([N:4]([CH2:12][C:13]2[CH:18]=[C:17]([CH:19]=[CH2:20])[CH:16]=[C:15]([Cl:21])[C:14]=2[Cl:22])[C:5](=[O:11])[O:6][C:7]([CH3:10])([CH3:9])[CH3:8])[CH2:3][CH2:2]1.C1C=CC(P(C2C=CC=CC=2)CCCCP(C2C=CC=CC=2)C2C=CC=CC=2)=CC=1.CC1(C)C(C)(C)OB[O:55]1.B(O[O-])=O.[Na+]. Product: [CH:1]1([N:4]([CH2:12][C:13]2[CH:18]=[C:17]([CH2:19][CH2:20][OH:55])[CH:16]=[C:15]([Cl:21])[C:14]=2[Cl:22])[C:5](=[O:11])[O:6][C:7]([CH3:8])([CH3:9])[CH3:10])[CH2:3][CH2:2]1. The catalyst class is: 1. (4) Reactant: [CH3:1][O:2][C:3]([N:6]1[N:10]=[N:9][C:8]([CH3:11])=[N:7]1)([CH3:5])[CH3:4].C([Li])CCC.CON(C)[C:20](=[O:39])[C:21]1[CH:26]=[CH:25][C:24]([CH2:27][NH:28][C@H:29]2[CH2:34][CH2:33][C@H:32]([C:35]([CH3:38])([CH3:37])[CH3:36])[CH2:31][CH2:30]2)=[CH:23][CH:22]=1. Product: [C:35]([CH:32]1[CH2:31][CH2:30][CH:29]([NH:28][CH2:27][C:24]2[CH:25]=[CH:26][C:21]([C:20](=[O:39])[CH2:11][C:8]3[N:9]=[N:10][N:6]([C:3]([O:2][CH3:1])([CH3:5])[CH3:4])[N:7]=3)=[CH:22][CH:23]=2)[CH2:34][CH2:33]1)([CH3:38])([CH3:36])[CH3:37]. The catalyst class is: 1. (5) Reactant: [Br:1][C:2]1[C:10]2[C:9](Cl)=[N:8][CH:7]=[N:6][C:5]=2[S:4][C:3]=1[I:12].[OH:13][C@@H:14]([CH2:20][C:21]1[CH:26]=[CH:25][CH:24]=[CH:23][C:22]=1[O:27][CH2:28][CH2:29][N:30]1[CH2:35][CH2:34][N:33]([CH3:36])[CH2:32][CH2:31]1)[C:15]([O:17][CH2:18][CH3:19])=[O:16].C([O-])([O-])=O.[Cs+].[Cs+]. Product: [Br:1][C:2]1[C:10]2[C:9]([O:13][C@@H:14]([CH2:20][C:21]3[CH:26]=[CH:25][CH:24]=[CH:23][C:22]=3[O:27][CH2:28][CH2:29][N:30]3[CH2:31][CH2:32][N:33]([CH3:36])[CH2:34][CH2:35]3)[C:15]([O:17][CH2:18][CH3:19])=[O:16])=[N:8][CH:7]=[N:6][C:5]=2[S:4][C:3]=1[I:12]. The catalyst class is: 107. (6) Reactant: Cl[C:2]1[N:7]=[C:6]([NH:8][C:9]2[N:14]=[CH:13][C:12]3[N:15]=[C:16]([CH3:21])[N:17]([CH:18]([CH3:20])[CH3:19])[C:11]=3[CH:10]=2)[CH:5]=[CH:4][N:3]=1.[C-]#N.[K+].[N:25]12CCN(CC1)C[CH2:26]2.CS(C)=O. Product: [CH:18]([N:17]1[C:11]2[CH:10]=[C:9]([NH:8][C:6]3[CH:5]=[CH:4][N:3]=[C:2]([C:26]#[N:25])[N:7]=3)[N:14]=[CH:13][C:12]=2[N:15]=[C:16]1[CH3:21])([CH3:20])[CH3:19]. The catalyst class is: 6. (7) Reactant: [C:1]([O:5][C:6](=[O:40])[N:7]([C@H:9]([C:11](=[O:39])[NH:12][C@@H:13]1[C:19](=[O:20])[N:18]([CH2:21][C:22]2[C:31]3[C:26](=[CH:27][C:28](Br)=[CH:29][CH:30]=3)[CH:25]=[CH:24][C:23]=2[O:33][CH3:34])[C:17]2[CH:35]=[CH:36][CH:37]=[CH:38][C:16]=2[CH2:15][CH2:14]1)[CH3:10])[CH3:8])([CH3:4])([CH3:3])[CH3:2]. Product: [C:1]([O:5][C:6](=[O:40])[N:7]([C@H:9]([C:11](=[O:39])[NH:12][C@@H:13]1[C:19](=[O:20])[N:18]([CH2:21][C:22]2[C:31]3[CH2:30][CH2:29][CH2:28][CH2:27][C:26]=3[CH:25]=[CH:24][C:23]=2[O:33][CH3:34])[C:17]2[CH:35]=[CH:36][CH:37]=[CH:38][C:16]=2[CH2:15][CH2:14]1)[CH3:10])[CH3:8])([CH3:2])([CH3:3])[CH3:4]. The catalyst class is: 256.